This data is from Forward reaction prediction with 1.9M reactions from USPTO patents (1976-2016). The task is: Predict the product of the given reaction. (1) Given the reactants [CH3:1][C:2]1[CH:19]=[C:18]([CH2:20][N:21]2[CH2:26][CH2:25][O:24][CH2:23][CH2:22]2)[CH:17]=[CH:16][C:3]=1[O:4][CH:5]1[CH2:8][N:7](C(OC(C)(C)C)=O)[CH2:6]1.Cl, predict the reaction product. The product is: [NH:7]1[CH2:8][CH:5]([O:4][C:3]2[CH:16]=[CH:17][C:18]([CH2:20][N:21]3[CH2:22][CH2:23][O:24][CH2:25][CH2:26]3)=[CH:19][C:2]=2[CH3:1])[CH2:6]1. (2) Given the reactants [Si:1]([O:8][C@H:9]1[CH2:20][C:19](=[O:21])[O:18][C@H:17](/[C:22](/[CH3:47])=[CH:23]/[CH:24](O)[CH:25](O)[C@@H](C)C[C@@H]2[C@@H]([C@H](C)[C@@H](O[Si](C(C)(C)C)(C)C)CC)O2)[C@@H:16]([CH3:48])[CH:15]=[CH:14][C@@H:13]2[O:49][CH:50]([C:52]3[CH:57]=[CH:56][CH:55]=[CH:54][CH:53]=3)[O:51][C@:12]2([CH3:58])[CH2:11][CH2:10]1)([C:4]([CH3:7])([CH3:6])[CH3:5])([CH3:3])[CH3:2].I([O-])(=O)(=O)=O.[Na+], predict the reaction product. The product is: [Si:1]([O:8][C@H:9]1[CH2:20][C:19](=[O:21])[O:18][C@H:17](/[C:22](/[CH3:47])=[CH:23]/[CH:24]=[CH2:25])[C@@H:16]([CH3:48])[CH:15]=[CH:14][C@@H:13]2[O:49][CH:50]([C:52]3[CH:53]=[CH:54][CH:55]=[CH:56][CH:57]=3)[O:51][C@:12]2([CH3:58])[CH2:11][CH2:10]1)([C:4]([CH3:5])([CH3:6])[CH3:7])([CH3:2])[CH3:3]. (3) Given the reactants C([O:3][C:4]([C:6]1[N:11]=[C:10]2[N:12]([CH:15]([C:17]3[C:18]([F:28])=[C:19]4[C:24](=[CH:25][C:26]=3[F:27])[N:23]=[CH:22][CH:21]=[CH:20]4)[CH3:16])[N:13]=[N:14][C:9]2=[N:8][CH:7]=1)=[CH2:5])C.Cl, predict the reaction product. The product is: [F:28][C:18]1[C:17]([CH:15]([N:12]2[C:10]3=[N:11][C:6]([C:4](=[O:3])[CH3:5])=[CH:7][N:8]=[C:9]3[N:14]=[N:13]2)[CH3:16])=[C:26]([F:27])[CH:25]=[C:24]2[C:19]=1[CH:20]=[CH:21][CH:22]=[N:23]2. (4) The product is: [Cl:1][C:2]1[N:10]=[C:9]2[C:5]([N:6]=[CH:7][N:8]2[CH2:11][O:12][CH2:13][CH2:14][Si:15]([CH3:18])([CH3:17])[CH3:16])=[C:4]([N:34]2[C:30]3[CH:29]=[C:28]([O:27][CH2:26][C:20]4[CH:21]=[CH:22][CH:23]=[CH:24][CH:25]=4)[CH:36]=[CH:35][C:31]=3[N:32]=[CH:33]2)[N:3]=1. Given the reactants [Cl:1][C:2]1[N:10]=[C:9]2[C:5]([N:6]=[CH:7][N:8]2[CH2:11][O:12][CH2:13][CH2:14][Si:15]([CH3:18])([CH3:17])[CH3:16])=[C:4](Cl)[N:3]=1.[C:20]1([CH2:26][O:27][C:28]2[CH:36]=[CH:35][C:31]3[NH:32][CH:33]=[N:34][C:30]=3[CH:29]=2)[CH:25]=[CH:24][CH:23]=[CH:22][CH:21]=1.C(OCC1C=CC=CC=1)C1C=CC=CC=1.N1C2C=CC=CC=2NC=1, predict the reaction product.